Task: Predict the reactants needed to synthesize the given product.. Dataset: Full USPTO retrosynthesis dataset with 1.9M reactions from patents (1976-2016) The reactants are: [C:9](O[C:9]([O:11][C:12]([CH3:15])([CH3:14])[CH3:13])=[O:10])([O:11][C:12]([CH3:15])([CH3:14])[CH3:13])=[O:10].C(N(CC)CC)C.Cl.[NH2:24][C@@H:25]([CH2:30][C:31]1[CH:36]=[CH:35][CH:34]=[CH:33][CH:32]=1)[C:26](=[O:29])[CH2:27][Cl:28]. Given the product [C:12]([O:11][C:9]([NH:24][C@@H:25]([CH2:30][C:31]1[CH:36]=[CH:35][CH:34]=[CH:33][CH:32]=1)[C:26](=[O:29])[CH2:27][Cl:28])=[O:10])([CH3:13])([CH3:14])[CH3:15], predict the reactants needed to synthesize it.